From a dataset of Full USPTO retrosynthesis dataset with 1.9M reactions from patents (1976-2016). Predict the reactants needed to synthesize the given product. (1) Given the product [CH3:48][C:49]1([CH3:68])[O:53][C@@H:52]([CH2:54][O:55][C:56]2[C:57]([CH3:67])=[CH:58][C:59]([C:60]3[N:62]=[C:9]([C:8]4[CH:12]=[C:13]([CH3:14])[C:5]([N:4]([CH2:2][CH3:3])[CH2:15][CH3:16])=[N:6][CH:7]=4)[O:11][N:61]=3)=[CH:64][C:65]=2[CH3:66])[CH2:51][O:50]1, predict the reactants needed to synthesize it. The reactants are: Cl.[CH2:2]([N:4]([CH2:15][CH3:16])[C:5]1[C:13]([CH3:14])=[CH:12][C:8]([C:9]([OH:11])=O)=[CH:7][N:6]=1)[CH3:3].CCN(C(C)C)C(C)C.CN(C(ON1N=NC2C=CC=CC1=2)=[N+](C)C)C.[B-](F)(F)(F)F.[CH3:48][C:49]1([CH3:68])[O:53][C@@H:52]([CH2:54][O:55][C:56]2[C:65]([CH3:66])=[CH:64][C:59]([C:60]([NH:62]O)=[NH:61])=[CH:58][C:57]=2[CH3:67])[CH2:51][O:50]1. (2) Given the product [ClH:41].[ClH:41].[ClH:41].[NH2:27][CH:23]1[CH2:24][CH2:25][CH2:26][N:21]([C:18]2[N:19]=[CH:20][C:15]([NH:14][C:13]3[C:12]4[C:7](=[CH:8][CH:9]=[C:10]([C:35]5[CH:36]=[C:37]([Cl:43])[C:38]([OH:42])=[C:39]([Cl:41])[CH:40]=5)[N:11]=4)[N:6]=[CH:5][C:4]=3[C:1](=[O:3])[CH3:2])=[CH:16][CH:17]=2)[CH2:22]1, predict the reactants needed to synthesize it. The reactants are: [C:1]([C:4]1[CH:5]=[N:6][C:7]2[C:12]([C:13]=1[NH:14][C:15]1[CH:16]=[CH:17][C:18]([N:21]3[CH2:26][CH2:25][CH2:24][CH:23]([NH:27]C(=O)OC(C)(C)C)[CH2:22]3)=[N:19][CH:20]=1)=[N:11][C:10]([C:35]1[CH:40]=[C:39]([Cl:41])[C:38]([OH:42])=[C:37]([Cl:43])[CH:36]=1)=[CH:9][CH:8]=2)(=[O:3])[CH3:2].C(O)(C(F)(F)F)=O. (3) Given the product [Cl:1][C:2]1[CH:7]=[CH:6][CH:5]=[CH:4][C:3]=1[C@H:8]([O:10][C:11]1[CH:15]=[C:14]([N:16]2[C:20]3[CH:21]=[CH:22][C:23]([C:25]4[CH:26]=[N:27][C:28]([NH:36][CH2:37][CH2:38][N:39]([CH3:40])[CH3:41])=[N:29][CH:30]=4)=[CH:24][C:19]=3[N:18]=[CH:17]2)[S:13][C:12]=1[C:32]([NH2:34])=[O:33])[CH3:9], predict the reactants needed to synthesize it. The reactants are: [Cl:1][C:2]1[CH:7]=[CH:6][CH:5]=[CH:4][C:3]=1[C@H:8]([O:10][C:11]1[CH:15]=[C:14]([N:16]2[C:20]3[CH:21]=[CH:22][C:23]([C:25]4[CH:26]=[N:27][C:28](Cl)=[N:29][CH:30]=4)=[CH:24][C:19]=3[N:18]=[CH:17]2)[S:13][C:12]=1[C:32]([NH2:34])=[O:33])[CH3:9].C[NH:36][CH2:37][CH2:38][NH:39][CH3:40].[CH3:41]CO. (4) Given the product [NH2:6][C:7]1[C:12]([C:13]2[NH:21][C:22]3[CH:23]=[C:24]([C:29]4[CH:30]([CH3:36])[CH2:31][C:32](=[O:35])[NH:33][N:34]=4)[CH:25]=[CH:26][C:27]=3[N:28]=2)=[CH:11][C:10]([C:15]2[CH:16]=[N:17][N:18]([CH3:20])[CH:19]=2)=[CH:9][N:8]=1, predict the reactants needed to synthesize it. The reactants are: S([O-])(O)=O.[Na+].[NH2:6][C:7]1[C:12]([CH:13]=O)=[CH:11][C:10]([C:15]2[CH:16]=[N:17][N:18]([CH3:20])[CH:19]=2)=[CH:9][N:8]=1.[NH2:21][C:22]1[CH:23]=[C:24]([C:29]2[CH:30]([CH3:36])[CH2:31][C:32](=[O:35])[NH:33][N:34]=2)[CH:25]=[CH:26][C:27]=1[NH2:28].O. (5) Given the product [CH3:17][C:8]1[CH:13]=[CH:12][CH:11]=[CH:10][C:9]=1[C:14]([NH:16][CH:3]([OH:4])[C:2]([Cl:7])([Cl:6])[Cl:1])=[O:15], predict the reactants needed to synthesize it. The reactants are: [Cl:1][C:2]([Cl:7])([Cl:6])[CH:3](O)[OH:4].[C:8]1([CH3:17])[C:9]([C:14]([NH2:16])=[O:15])=[CH:10][CH:11]=[CH:12][CH:13]=1. (6) Given the product [CH3:23][N:22]([CH3:24])[CH2:21][CH2:20][N:12]1[C:11]2[CH:25]=[CH:26][C:8]([S:5]([CH:3]3[CH2:4][N:1]([CH2:35][CH2:36][OH:37])[CH2:2]3)(=[O:6])=[O:7])=[CH:9][C:10]=2[N:14]=[C:13]1[CH2:15][C:16]([CH3:19])([CH3:18])[CH3:17], predict the reactants needed to synthesize it. The reactants are: [NH:1]1[CH2:4][CH:3]([S:5]([C:8]2[CH:26]=[CH:25][C:11]3[N:12]([CH2:20][CH2:21][N:22]([CH3:24])[CH3:23])[C:13]([CH2:15][C:16]([CH3:19])([CH3:18])[CH3:17])=[N:14][C:10]=3[CH:9]=2)(=[O:7])=[O:6])[CH2:2]1.C(N(CC)CC)C.Cl[CH2:35][CH2:36][OH:37]. (7) Given the product [CH2:16]([N:1]([CH2:16][C:17]1[CH:22]=[CH:21][CH:20]=[CH:19][CH:18]=1)[C@H:2]1[CH2:6][CH2:5][C@H:4]([C:7]([O:13][CH2:10][C:17]2[CH:22]=[CH:21][CH:20]=[CH:19][CH:18]=2)=[O:24])[CH2:3]1)[C:17]1[CH:22]=[CH:21][CH:20]=[CH:19][CH:18]=1, predict the reactants needed to synthesize it. The reactants are: [NH2:1][C@H:2]1[CH2:6][CH2:5][C@H:4]([C:7](O)=O)[CH2:3]1.[C:10]([O-:13])([O-])=O.[K+].[K+].[CH2:16](Br)[C:17]1[CH:22]=[CH:21][CH:20]=[CH:19][CH:18]=1.[OH2:24]. (8) The reactants are: [Br:1][C:2]1[C:3]([O:15][CH2:16][C:17]([F:20])([F:19])[F:18])=[N:4][C:5]([C:11]([F:14])([F:13])[F:12])=[C:6]([CH:10]=1)[C:7]([OH:9])=O.[NH2:21][C@@H:22]1[CH2:27][CH2:26][CH2:25][CH2:24][C@H:23]1[OH:28]. Given the product [Br:1][C:2]1[C:3]([O:15][CH2:16][C:17]([F:20])([F:19])[F:18])=[N:4][C:5]([C:11]([F:14])([F:13])[F:12])=[C:6]([CH:10]=1)[C:7]([NH:21][C@@H:22]1[CH2:27][CH2:26][CH2:25][CH2:24][C@H:23]1[OH:28])=[O:9], predict the reactants needed to synthesize it. (9) Given the product [CH:13]([O:17][C:18]1[CH:19]=[CH:20][C:21]([N:24]2[C:29](=[O:30])[C:28]([CH2:31][C:32]3[CH:33]=[CH:34][C:35]([C:38]4[CH:43]=[CH:42][CH:41]=[CH:40][C:39]=4[C:44]4[NH:3][C:4](=[O:7])[O:5][N:45]=4)=[CH:36][CH:37]=3)=[C:27]([CH2:46][CH2:47][CH3:48])[N:26]=[C:25]2[CH3:49])=[CH:22][CH:23]=1)([CH2:15][CH3:16])[CH3:14], predict the reactants needed to synthesize it. The reactants are: [Cl-].O[NH3+:3].[C:4](=[O:7])([O-])[OH:5].[Na+].CS(C)=O.[CH:13]([O:17][C:18]1[CH:23]=[CH:22][C:21]([N:24]2[C:29](=[O:30])[C:28]([CH2:31][C:32]3[CH:37]=[CH:36][C:35]([C:38]4[C:39]([C:44]#[N:45])=[CH:40][CH:41]=[CH:42][CH:43]=4)=[CH:34][CH:33]=3)=[C:27]([CH2:46][CH2:47][CH3:48])[N:26]=[C:25]2[CH3:49])=[CH:20][CH:19]=1)([CH2:15][CH3:16])[CH3:14].